Predict the reaction yield, written as a fraction of the theoretical maximum amount of product (1.0 means a 100% yield; for example, 0.34 means a 34% yield). From a dataset of Reaction yield outcomes from USPTO patents with 853,638 reactions. (1) The reactants are [Br:1][C:2]1[C:6]2[CH:7]=[C:8]([O:11][CH3:12])[CH:9]=[CH:10][C:5]=2[O:4][C:3]=1[C:13]([CH:15]1[CH2:20][CH2:19][CH2:18][CH2:17][CH2:16]1)=O.[NH2:21][C:22]1[CH:31]=[CH:30][C:25]([C:26]([O:28][CH3:29])=[O:27])=[CH:24][CH:23]=1.C(=O)([O-])O.[Na+].C([BH3-])#N.[Na+]. The catalyst is O1CCCC1.[Ti](Cl)(Cl)(Cl)Cl.C(O)(=O)C.C(Cl)Cl.C(N(CC)CC)C. The product is [Br:1][C:2]1[C:6]2[CH:7]=[C:8]([O:11][CH3:12])[CH:9]=[CH:10][C:5]=2[O:4][C:3]=1[CH:13]([NH:21][C:22]1[CH:23]=[CH:24][C:25]([C:26]([O:28][CH3:29])=[O:27])=[CH:30][CH:31]=1)[CH:15]1[CH2:20][CH2:19][CH2:18][CH2:17][CH2:16]1. The yield is 0.690. (2) The reactants are COC1C=CC(C[N:8](CC2C=CC(OC)=CC=2)[C:9]2[N:14]=[C:13]([CH3:15])[N:12]=[C:11]([C:16]3[C:17]([NH:22][C:23]4[CH:24]=[CH:25][C:26]([NH:29][C:30]([NH:32][C:33]5[CH:38]=[CH:37][CH:36]=[C:35]([F:39])[CH:34]=5)=[O:31])=[N:27][CH:28]=4)=[N:18][CH:19]=[CH:20][CH:21]=3)[N:10]=2)=CC=1.FC(F)(F)S(O)(=O)=O.C(=O)(O)[O-].[Na+]. The catalyst is C(O)(C(F)(F)F)=O. The product is [NH2:8][C:9]1[N:14]=[C:13]([CH3:15])[N:12]=[C:11]([C:16]2[C:17]([NH:22][C:23]3[CH:24]=[CH:25][C:26]([NH:29][C:30]([NH:32][C:33]4[CH:38]=[CH:37][CH:36]=[C:35]([F:39])[CH:34]=4)=[O:31])=[N:27][CH:28]=3)=[N:18][CH:19]=[CH:20][CH:21]=2)[N:10]=1. The yield is 0.580. (3) The reactants are Br[C:2]1[N:3]=[C:4]2[C:10]([C:11](=[O:16])[C:12]([CH3:15])([CH3:14])[CH3:13])=[CH:9][NH:8][C:5]2=[N:6][CH:7]=1.CC1(C)C(C)(C)OB([C:25]2[CH:26]=[CH:27][C:28]([N:31]3[CH2:36][CH2:35][O:34][CH2:33][CH2:32]3)=[N:29][CH:30]=2)O1.C([O-])([O-])=O.[K+].[K+]. The catalyst is CO.C(Cl)Cl.C1C=CC([P]([Pd]([P](C2C=CC=CC=2)(C2C=CC=CC=2)C2C=CC=CC=2)([P](C2C=CC=CC=2)(C2C=CC=CC=2)C2C=CC=CC=2)[P](C2C=CC=CC=2)(C2C=CC=CC=2)C2C=CC=CC=2)(C2C=CC=CC=2)C2C=CC=CC=2)=CC=1. The product is [CH3:13][C:12]([CH3:15])([CH3:14])[C:11]([C:10]1[C:4]2[C:5](=[N:6][CH:7]=[C:2]([C:25]3[CH:30]=[N:29][C:28]([N:31]4[CH2:32][CH2:33][O:34][CH2:35][CH2:36]4)=[CH:27][CH:26]=3)[N:3]=2)[NH:8][CH:9]=1)=[O:16]. The yield is 0.560. (4) The reactants are Br[C:2]1[N:6]2[CH:7]=[CH:8][C:9]([C:12]([OH:15])([CH3:14])[CH3:13])=[C:10]([F:11])[C:5]2=[N:4][CH:3]=1.[F:16][C:17]1[CH:22]=[CH:21][CH:20]=[C:19]([C:23]2[CH:28]=[C:27](B3OCC(C)(C)CO3)[CH:26]=[CH:25][C:24]=2[F:37])[C:18]=1[C:38]#[N:39]. No catalyst specified. The product is [F:16][C:17]1[CH:22]=[CH:21][CH:20]=[C:19]([C:23]2[CH:28]=[C:27]([C:2]3[N:6]4[CH:7]=[CH:8][C:9]([C:12]([OH:15])([CH3:14])[CH3:13])=[C:10]([F:11])[C:5]4=[N:4][CH:3]=3)[CH:26]=[CH:25][C:24]=2[F:37])[C:18]=1[C:38]#[N:39]. The yield is 0.740.